From a dataset of Forward reaction prediction with 1.9M reactions from USPTO patents (1976-2016). Predict the product of the given reaction. (1) Given the reactants Cl[C:2]1[C:11]2[C:6](=[C:7]([Br:12])[CH:8]=[CH:9][CH:10]=2)[CH:5]=[CH:4][N:3]=1.[CH3:13][C:14]1[N:18]([CH3:19])[C:17]([C:20]2[CH:21]=[C:22]([CH:24]=[CH:25][CH:26]=2)[NH2:23])=[CH:16][N:15]=1.C(=O)([O-])[O-].[K+].[K+], predict the reaction product. The product is: [Br:12][C:7]1[CH:8]=[CH:9][CH:10]=[C:11]2[C:6]=1[CH:5]=[CH:4][N:3]=[C:2]2[NH:23][C:22]1[CH:24]=[CH:25][CH:26]=[C:20]([C:17]2[N:18]([CH3:19])[C:14]([CH3:13])=[N:15][CH:16]=2)[CH:21]=1. (2) The product is: [CH3:37][NH:36][C:35]([C:4]1[CH:3]=[C:2]([C:46]2[CH:45]=[N:44][N:43]([CH2:39][CH:40]([CH3:42])[CH3:41])[CH:47]=2)[CH:7]=[CH:6][C:5]=1[NH:8][C:9]1[C:14]([C:15]([F:16])([F:18])[F:17])=[CH:13][N:12]=[C:11]([NH:19][C:20]2[CH:21]=[CH:22][C:23]([CH2:24][P:25](=[O:32])([O:26][CH2:27][CH3:28])[O:29][CH2:30][CH3:31])=[CH:33][CH:34]=2)[N:10]=1)=[O:38]. Given the reactants Br[C:2]1[CH:7]=[CH:6][C:5]([NH:8][C:9]2[C:14]([C:15]([F:18])([F:17])[F:16])=[CH:13][N:12]=[C:11]([NH:19][C:20]3[CH:34]=[CH:33][C:23]([CH2:24][P:25](=[O:32])([O:29][CH2:30][CH3:31])[O:26][CH2:27][CH3:28])=[CH:22][CH:21]=3)[N:10]=2)=[C:4]([C:35](=[O:38])[NH:36][CH3:37])[CH:3]=1.[CH2:39]([N:43]1[CH:47]=[C:46](B2OC(C)(C)C(C)(C)O2)[CH:45]=[N:44]1)[CH:40]([CH3:42])[CH3:41], predict the reaction product. (3) Given the reactants CC[O-].[Na+].[CH2:5]([O:7][C:8](=[O:21])[CH2:9][C:10]1[CH:15]=[CH:14][C:13]([N:16]2[CH:20]=[CH:19][N:18]=[N:17]2)=[CH:12][CH:11]=1)[CH3:6].[O:22]1[CH2:27][CH2:26][CH:25]([CH:28]=O)[CH2:24][CH2:23]1.CC(O)=O, predict the reaction product. The product is: [O:22]1[CH2:27][CH2:26][CH:25]([CH:28]=[C:9]([C:10]2[CH:11]=[CH:12][C:13]([N:16]3[CH:20]=[CH:19][N:18]=[N:17]3)=[CH:14][CH:15]=2)[C:8]([O:7][CH2:5][CH3:6])=[O:21])[CH2:24][CH2:23]1. (4) Given the reactants C(OC([N:8]1[CH2:16][C:15]2[C:10](=[CH:11][CH:12]=[C:13]([O:17][CH:18]([CH3:20])[CH3:19])[CH:14]=2)[CH2:9]1)=O)(C)(C)C.[ClH:21], predict the reaction product. The product is: [ClH:21].[CH:18]([O:17][C:13]1[CH:14]=[C:15]2[C:10](=[CH:11][CH:12]=1)[CH2:9][NH:8][CH2:16]2)([CH3:20])[CH3:19].